Task: Predict the reactants needed to synthesize the given product.. Dataset: Full USPTO retrosynthesis dataset with 1.9M reactions from patents (1976-2016) (1) Given the product [O:3]1[CH2:8][CH2:7][CH:6]([O:9][C:11]2[N:18]=[C:17]([C:19]([F:22])([F:20])[F:21])[CH:16]=[CH:15][C:12]=2[C:13]#[N:14])[CH2:5][CH2:4]1, predict the reactants needed to synthesize it. The reactants are: [H-].[Na+].[O:3]1[CH2:8][CH2:7][CH:6]([OH:9])[CH2:5][CH2:4]1.Cl[C:11]1[N:18]=[C:17]([C:19]([F:22])([F:21])[F:20])[CH:16]=[CH:15][C:12]=1[C:13]#[N:14]. (2) Given the product [C:4](=[O:1])([OH:6])[O-:5].[Ca+2:2].[C:4](=[O:1])([OH:6])[O-:5], predict the reactants needed to synthesize it. The reactants are: [OH-:1].[Ca+2:2].[OH-].[C:4](=[O:6])=[O:5]. (3) The reactants are: [CH:1]1([C:4]([OH:6])=O)[CH2:3][CH2:2]1.Cl.C(N=C=NCCCN(C)C)C.ON1C2C=CC=CC=2N=N1.C(N(C(C)C)CC)(C)C.[C:38]([O:42][C:43]([N:45]1[C@H:54]([CH2:55][NH2:56])[CH2:53][C:52]2[C:47](=[CH:48][CH:49]=[CH:50][CH:51]=2)[CH2:46]1)=[O:44])([CH3:41])([CH3:40])[CH3:39]. Given the product [C:38]([O:42][C:43]([N:45]1[C@H:54]([CH2:55][NH:56][C:4]([CH:1]2[CH2:3][CH2:2]2)=[O:6])[CH2:53][C:52]2[C:47](=[CH:48][CH:49]=[CH:50][CH:51]=2)[CH2:46]1)=[O:44])([CH3:41])([CH3:40])[CH3:39], predict the reactants needed to synthesize it. (4) Given the product [O:9]1[CH2:14][CH2:13][O:12][CH2:11][CH:10]1[CH2:15][O:16][C:18]1[N:23]=[CH:22][C:21]([C:24]2[C:25]([CH3:43])=[N:26][CH:27]=[C:28]([NH:30][C:31](=[O:42])[C:32]3[CH:37]=[CH:36][CH:35]=[C:34]([C:38]([F:39])([F:41])[F:40])[CH:33]=3)[CH:29]=2)=[CH:20][C:19]=1[N:44]1[CH2:49][CH2:48][O:47][CH2:46][CH2:45]1, predict the reactants needed to synthesize it. The reactants are: [H-].[Na+].O1CCOCC1.[O:9]1[CH2:14][CH2:13][O:12][CH2:11][CH:10]1[CH2:15][OH:16].F[C:18]1[N:23]=[CH:22][C:21]([C:24]2[C:25]([CH3:43])=[N:26][CH:27]=[C:28]([NH:30][C:31](=[O:42])[C:32]3[CH:37]=[CH:36][CH:35]=[C:34]([C:38]([F:41])([F:40])[F:39])[CH:33]=3)[CH:29]=2)=[CH:20][C:19]=1[N:44]1[CH2:49][CH2:48][O:47][CH2:46][CH2:45]1.